Dataset: Full USPTO retrosynthesis dataset with 1.9M reactions from patents (1976-2016). Task: Predict the reactants needed to synthesize the given product. The reactants are: [CH3:1][O:2][C:3]1[CH:9]=[CH:8][C:6]([NH2:7])=[C:5]([C:10]2[O:11][CH:12]=[CH:13][N:14]=2)[CH:4]=1.Cl[C:16]([O:18][C:19]1[CH:24]=[CH:23][CH:22]=[CH:21][CH:20]=1)=[O:17].N1C=CC=CC=1. Given the product [CH3:1][O:2][C:3]1[CH:9]=[CH:8][C:6]([NH:7][C:16](=[O:17])[O:18][C:19]2[CH:24]=[CH:23][CH:22]=[CH:21][CH:20]=2)=[C:5]([C:10]2[O:11][CH:12]=[CH:13][N:14]=2)[CH:4]=1, predict the reactants needed to synthesize it.